Dataset: Forward reaction prediction with 1.9M reactions from USPTO patents (1976-2016). Task: Predict the product of the given reaction. (1) Given the reactants [F:1][C:2]([F:13])([F:12])[C:3]1[CH:11]=[CH:10][CH:9]=[CH:8][C:4]=1[C:5](Cl)=[O:6].[NH2:14][C:15]1[N:23]=[CH:22][CH:21]=[CH:20][C:16]=1[C:17](O)=[O:18].O, predict the reaction product. The product is: [F:1][C:2]([F:13])([F:12])[C:3]1[CH:11]=[CH:10][CH:9]=[CH:8][C:4]=1[C:5]1[O:6][C:17](=[O:18])[C:16]2[CH:20]=[CH:21][CH:22]=[N:23][C:15]=2[N:14]=1. (2) Given the reactants Cl.Cl.Cl.[F:4][C:5]1[CH:29]=[CH:28][CH:27]=[CH:26][C:6]=1[CH2:7][N:8]1[C:12]2=[N:13][CH:14]=[CH:15][CH:16]=[C:11]2[C:10]([C:17]2[N:22]=[C:21]([NH2:23])[C:20]([NH2:24])=[C:19]([NH2:25])[N:18]=2)=[N:9]1.N1C=CC=CC=1.Cl[C:37]([O:39][CH:40]([CH3:42])[CH3:41])=[O:38], predict the reaction product. The product is: [NH2:25][C:19]1[C:20]([NH:24][C:37](=[O:38])[O:39][CH:40]([CH3:42])[CH3:41])=[C:21]([NH2:23])[N:22]=[C:17]([C:10]2[C:11]3[C:12](=[N:13][CH:14]=[CH:15][CH:16]=3)[N:8]([CH2:7][C:6]3[CH:26]=[CH:27][CH:28]=[CH:29][C:5]=3[F:4])[N:9]=2)[N:18]=1. (3) The product is: [OH:20][N:12]1[C:13]2[N:14]=[CH:15][N:16]=[C:17]([CH3:19])[C:18]=2[CH:9]=[CH:10][C:11]1=[O:28]. Given the reactants NCC1C=CC(CN[C:9]2[C:18]3[C:17]([CH3:19])=[N:16][CH:15]=[N:14][C:13]=3[N:12]([O:20]CC3C=CC=CC=3)[C:11](=[O:28])[CH:10]=2)=CC=1.CO.[H][H], predict the reaction product. (4) Given the reactants [C:1]([C:3]1[CH:8]=[CH:7][C:6]([CH2:9][C:10]([O:12][CH2:13][CH3:14])=[O:11])=[C:5]([F:15])[CH:4]=1)#[N:2].C(O[CH:19](OCC)[N:20]([CH3:22])[CH3:21])C, predict the reaction product. The product is: [C:1]([C:3]1[CH:8]=[CH:7][C:6]([C:9](=[CH:19][N:20]([CH3:22])[CH3:21])[C:10]([O:12][CH2:13][CH3:14])=[O:11])=[C:5]([F:15])[CH:4]=1)#[N:2]. (5) Given the reactants [Cl:1][C:2]1[N:3]=[C:4]([N:13]2[CH2:18][CH2:17][O:16][CH2:15][CH2:14]2)[C:5]2[S:10][C:9]([CH:11]=O)=[CH:8][C:6]=2[N:7]=1.Cl.[CH2:20]([O:22][C:23](=[O:27])[CH2:24][NH:25][CH3:26])[CH3:21], predict the reaction product. The product is: [CH2:20]([O:22][C:23](=[O:27])[CH2:24][N:25]([CH2:11][C:9]1[S:10][C:5]2[C:4]([N:13]3[CH2:18][CH2:17][O:16][CH2:15][CH2:14]3)=[N:3][C:2]([Cl:1])=[N:7][C:6]=2[CH:8]=1)[CH3:26])[CH3:21]. (6) The product is: [NH2:8][C:5]1[C:4]2[C:13]([C:16]3[CH:21]=[CH:20][C:19]([NH:22][C:23]([C:25]4[N:26]([CH3:34])[C:27]5[C:32]([CH:33]=4)=[CH:31][CH:30]=[CH:29][CH:28]=5)=[O:24])=[C:18]([O:35][CH3:36])[CH:17]=3)=[CH:14][S:15][C:3]=2[C:2]([NH:1][C:44]([NH:43][C:37]2[CH:42]=[CH:41][CH:40]=[CH:39][CH:38]=2)=[O:45])=[CH:7][N:6]=1. Given the reactants [NH2:1][C:2]1[C:3]2[S:15][CH:14]=[C:13]([C:16]3[CH:21]=[CH:20][C:19]([NH:22][C:23]([C:25]4[N:26]([CH3:34])[C:27]5[C:32]([CH:33]=4)=[CH:31][CH:30]=[CH:29][CH:28]=5)=[O:24])=[C:18]([O:35][CH3:36])[CH:17]=3)[C:4]=2[C:5]([N:8]=CN(C)C)=[N:6][CH:7]=1.[C:37]1([N:43]=[C:44]=[O:45])[CH:42]=[CH:41][CH:40]=[CH:39][CH:38]=1, predict the reaction product. (7) Given the reactants [Mg].BrCCBr.[Br:6][C:7]1[CH:14]=[CH:13][C:10]([CH2:11]Br)=[CH:9][CH:8]=1.[O:15]=[C:16]1[CH2:21][CH2:20][N:19]([C:22]([O:24][C:25]([CH3:28])([CH3:27])[CH3:26])=[O:23])[CH2:18][CH2:17]1.[Cl-].[NH4+], predict the reaction product. The product is: [Br:6][C:7]1[CH:14]=[CH:13][C:10]([CH2:11][C:16]2([OH:15])[CH2:17][CH2:18][N:19]([C:22]([O:24][C:25]([CH3:27])([CH3:26])[CH3:28])=[O:23])[CH2:20][CH2:21]2)=[CH:9][CH:8]=1. (8) Given the reactants [NH2:1][CH:2]1[C:8]2([CH2:13][CH2:12][O:11][CH2:10][CH2:9]2)[O:7][C:6]2[C:14](F)=[C:15]([F:18])[CH:16]=[CH:17][C:5]=2[NH:4][C:3]1=[O:20].[NH4+].[Cl-].FC1C=C(F)C=CC=1[N+]([O-])=O, predict the reaction product. The product is: [NH2:1][CH:2]1[C:8]2([CH2:9][CH2:10][O:11][CH2:12][CH2:13]2)[O:7][C:6]2[CH:14]=[C:15]([F:18])[CH:16]=[CH:17][C:5]=2[NH:4][C:3]1=[O:20]. (9) Given the reactants [CH2:1]([CH2:3][NH2:4])[OH:2].[Br:5][C:6]1[S:10][C:9]([S:11](Cl)(=[O:13])=[O:12])=[CH:8][CH:7]=1, predict the reaction product. The product is: [Br:5][C:6]1[S:10][C:9]([S:11]([NH:4][CH2:3][CH2:1][OH:2])(=[O:13])=[O:12])=[CH:8][CH:7]=1.